From a dataset of Catalyst prediction with 721,799 reactions and 888 catalyst types from USPTO. Predict which catalyst facilitates the given reaction. Reactant: [CH3:1][O:2][C:3]1[CH:8]=[CH:7][C:6]([CH:9]([NH2:11])[CH3:10])=[CH:5][CH:4]=1.Cl.COC1C=CC(C(N)C)=CC=1.[CH:24]1[N:29]=[C:28](Cl)[C:27]2[N:31]=[CH:32][N:33]([C@@H:34]3[O:38][C@H:37]([CH2:39][OH:40])[C@@H:36]([OH:41])[C@H:35]3[OH:42])[C:26]=2[N:25]=1.C(N(CC)CC)C. Product: [CH3:1][O:2][C:3]1[CH:8]=[CH:7][C:6]([CH:9]([NH:11][C:28]2[C:27]3[N:31]=[CH:32][N:33]([C:26]=3[N:25]=[CH:24][N:29]=2)[C@@H:34]2[O:38][C@H:37]([CH2:39][OH:40])[C@@H:36]([OH:41])[C@H:35]2[OH:42])[CH3:10])=[CH:5][CH:4]=1. The catalyst class is: 259.